The task is: Predict which catalyst facilitates the given reaction.. This data is from Catalyst prediction with 721,799 reactions and 888 catalyst types from USPTO. (1) Reactant: [F:1][C:2]([F:31])([O:16][C:17]1[CH:18]=[C:19]([C:27]([O:29]C)=[O:28])[CH:20]=[C:21]([CH:26]=1)[C:22]([O:24]C)=[O:23])[CH:3]([F:15])[O:4][C:5]([F:14])([F:13])[C:6]([F:12])([F:11])[C:7]([F:10])([F:9])[F:8].[OH-].[K+].Cl. Product: [F:1][C:2]([F:31])([O:16][C:17]1[CH:26]=[C:21]([C:22]([OH:24])=[O:23])[CH:20]=[C:19]([CH:18]=1)[C:27]([OH:29])=[O:28])[CH:3]([F:15])[O:4][C:5]([F:13])([F:14])[C:6]([F:11])([F:12])[C:7]([F:8])([F:10])[F:9]. The catalyst class is: 6. (2) Reactant: [NH2:1][C:2]1[S:3][C:4]([CH2:25][OH:26])=[C:5]([C:7]2[C:8]([CH:21]([OH:24])[CH2:22][CH3:23])=[N:9][N:10]([CH2:12][C:13]3[CH:18]=[CH:17][C:16]([O:19][CH3:20])=[CH:15][CH:14]=3)[CH:11]=2)[N:6]=1.Cl[C:28]1[N:33]=[CH:32][C:31]([F:34])=[CH:30][N:29]=1.CC1(C)C2C(=C(P(C3C=CC=CC=3)C3C=CC=CC=3)C=CC=2)OC2C(P(C3C=CC=CC=3)C3C=CC=CC=3)=CC=CC1=2.C([O-])([O-])=O.[Cs+].[Cs+]. Product: [CH3:20][O:19][C:16]1[CH:15]=[CH:14][C:13]([CH2:12][N:10]2[CH:11]=[C:7]([C:5]3[N:6]=[C:2]([NH:1][C:28]4[N:33]=[CH:32][C:31]([F:34])=[CH:30][N:29]=4)[S:3][C:4]=3[CH2:25][OH:26])[C:8]([CH:21]([OH:24])[CH2:22][CH3:23])=[N:9]2)=[CH:18][CH:17]=1. The catalyst class is: 62. (3) Reactant: [Cl:1][C:2]1[N:7]=[CH:6][N:5]=[C:4]([O:8][C:9]2[CH:10]=[C:11]3[C:15](=[CH:16][CH:17]=2)[NH:14][CH:13]=[CH:12]3)[CH:3]=1.[BH3-]C#N.[Na+]. Product: [Cl:1][C:2]1[N:7]=[CH:6][N:5]=[C:4]([O:8][C:9]2[CH:10]=[C:11]3[C:15](=[CH:16][CH:17]=2)[NH:14][CH2:13][CH2:12]3)[CH:3]=1. The catalyst class is: 15. (4) Reactant: [N:1]([CH2:4][C@@H:5]1[O:9][C:8](=[O:10])[N:7]([C:11]2[CH:29]=[CH:28][C:14]([C:15]([NH:17][NH:18][C:19](=O)[CH2:20][C:21]3[CH:26]=[CH:25][CH:24]=[CH:23][N:22]=3)=[O:16])=[C:13]([F:30])[CH:12]=2)[CH2:6]1)=[N+:2]=[N-:3].C(#N)C.O=P(Cl)(Cl)Cl. Product: [N:1]([CH2:4][C@@H:5]1[O:9][C:8](=[O:10])[N:7]([C:11]2[CH:29]=[CH:28][C:14]([C:15]3[O:16][C:19]([CH2:20][C:21]4[CH:26]=[CH:25][CH:24]=[CH:23][N:22]=4)=[N:18][N:17]=3)=[C:13]([F:30])[CH:12]=2)[CH2:6]1)=[N+:2]=[N-:3]. The catalyst class is: 142.